This data is from Reaction yield outcomes from USPTO patents with 853,638 reactions. The task is: Predict the reaction yield, written as a fraction of the theoretical maximum amount of product (1.0 means a 100% yield; for example, 0.34 means a 34% yield). (1) The reactants are [C:1]([O:5][C:6](=[O:14])N(CCCl)CCCl)([CH3:4])([CH3:3])[CH3:2].[Cl:15][C:16]1[CH:28]=[CH:27][C:19]([CH2:20][C:21]2[CH:26]=[CH:25][N:24]=[CH:23][CH:22]=2)=[CH:18][CH:17]=1.C[Si](C)(C)[N-][Si](C)(C)C.[Na+].CO. The catalyst is C1(C)C=CC=CC=1. The product is [C:1]([O:5][C:6]([CH:23]1[CH2:22][C:20]([C:19]2[CH:27]=[CH:28][C:16]([Cl:15])=[CH:17][CH:18]=2)([C:21]2[CH:22]=[CH:23][N:24]=[CH:25][CH:26]=2)[CH2:26][CH2:25][NH:24]1)=[O:14])([CH3:2])([CH3:3])[CH3:4]. The yield is 0.00700. (2) The reactants are [Br:1][C:2]1[NH:6][C:5]([C:7]([O:9][CH2:10]C)=[O:8])=[CH:4][CH:3]=1.Br[CH2:13][C:14]([C:16]1[CH:21]=[CH:20][C:19]([O:22][CH3:23])=[CH:18][CH:17]=1)=[O:15].C(=O)([O-])[O-].[K+].[K+]. The catalyst is CN(C)C=O. The product is [CH3:10][O:9][C:7]([C:5]1[N:6]([CH2:13][C:14]([C:16]2[CH:21]=[CH:20][C:19]([O:22][CH3:23])=[CH:18][CH:17]=2)=[O:15])[C:2]([Br:1])=[CH:3][CH:4]=1)=[O:8]. The yield is 0.690. (3) The reactants are [F:1][C:2]1[CH:8]=[CH:7][C:5]([NH2:6])=[C:4]([N+:9]([O-:11])=[O:10])[CH:3]=1.Cl.[N+:13]([O-])([O-])=O.[Na+].[CH3:18][CH:19](C(C)=O)[C:20]([O:22][CH2:23][CH3:24])=[O:21].[OH-].[Na+]. The catalyst is O.C(O)C. The product is [CH2:23]([O:22][C:20](=[O:21])[C:19](=[N:13][NH:6][C:5]1[CH:7]=[CH:8][C:2]([F:1])=[CH:3][C:4]=1[N+:9]([O-:11])=[O:10])[CH3:18])[CH3:24]. The yield is 0.460. (4) The reactants are [Cl:1][C:2]1[C:7]([C:8]2[C:9](=[O:19])[NH:10][C:11](=[O:18])[N:12]([CH2:14][CH2:15][CH:16]=O)[CH:13]=2)=[CH:6][CH:5]=[C:4]([CH3:20])[N:3]=1.[F:21][C:22]([F:36])([F:35])[C:23]1[CH:28]=[CH:27][C:26]([C@:29]23[CH2:34][C@H:33]2[CH2:32][NH:31][CH2:30]3)=[CH:25][CH:24]=1.[BH-](OC(C)=O)(OC(C)=O)OC(C)=O.[Na+].[OH-].[Na+]. The catalyst is ClC(Cl)C.CC(O)=O. The product is [ClH:1].[ClH:1].[Cl:1][C:2]1[C:7]([C:8]2[C:9](=[O:19])[NH:10][C:11](=[O:18])[N:12]([CH2:14][CH2:15][CH2:16][N:31]3[CH2:32][C@H:33]4[C@:29]([C:26]5[CH:25]=[CH:24][C:23]([C:22]([F:21])([F:36])[F:35])=[CH:28][CH:27]=5)([CH2:34]4)[CH2:30]3)[CH:13]=2)=[CH:6][CH:5]=[C:4]([CH3:20])[N:3]=1. The yield is 0.150. (5) The reactants are [CH2:1]([OH:8])[C:2]1[CH:7]=[CH:6][CH:5]=[CH:4][CH:3]=1.[Br:9][C:10]1[CH:19]=[C:18]2[C:13]([CH:14]=[C:15]([Cl:21])[N:16]=[C:17]2Cl)=[CH:12][CH:11]=1. The catalyst is C1(C)C=CC=CC=1. The product is [CH2:1]([O:8][C:17]1[C:18]2[C:13](=[CH:12][CH:11]=[C:10]([Br:9])[CH:19]=2)[CH:14]=[C:15]([Cl:21])[N:16]=1)[C:2]1[CH:7]=[CH:6][CH:5]=[CH:4][CH:3]=1. The yield is 0.800.